Predict the reactants needed to synthesize the given product. From a dataset of Full USPTO retrosynthesis dataset with 1.9M reactions from patents (1976-2016). (1) Given the product [CH3:22][Si:23]([CH3:25])([CH3:24])[C:26]#[C:27][C:35]1[CH2:39][CH2:34][CH:33]([NH:30][C:31](=[O:42])[O:15][C:16]([CH3:19])([CH3:18])[CH3:17])[CH2:37][CH:36]=1, predict the reactants needed to synthesize it. The reactants are: FC(F)(F)S(OC1CCC(C([O:15][C:16]([CH3:19])([CH3:18])[CH3:17])=O)CC=1)(=O)=O.[CH3:22][Si:23]([C:26]#[CH:27])([CH3:25])[CH3:24].CC[N:30]([CH2:33][CH3:34])[CH2:31]C.[CH2:35]1[CH2:39]O[CH2:37][CH2:36]1.CC[O:42]C(C)=O. (2) Given the product [Cl:1][C:2]1[CH:25]=[CH:24][C:5]([C:6]([N:8]2[C:16]3[C:11](=[CH:12][C:13]([O:17][CH3:18])=[CH:14][CH:15]=3)[C:10]([CH2:19][C:20]([O:22][C:47]3[CH:46]=[CH:45][CH:44]=[C:43]([C@H:40]([CH2:41][CH3:42])[C@@H:39]([CH3:50])[CH2:38][N:37]([CH3:51])[CH3:36])[CH:48]=3)=[O:21])=[C:9]2[CH3:23])=[O:7])=[CH:4][CH:3]=1, predict the reactants needed to synthesize it. The reactants are: [Cl:1][C:2]1[CH:25]=[CH:24][C:5]([C:6]([N:8]2[C:16]3[C:11](=[CH:12][C:13]([O:17][CH3:18])=[CH:14][CH:15]=3)[C:10]([CH2:19][C:20]([OH:22])=[O:21])=[C:9]2[CH3:23])=[O:7])=[CH:4][CH:3]=1.CNC1(NC)C=CN=CC1.[CH3:36][N:37]([CH3:51])[CH2:38][C@H:39]([CH3:50])[C@H:40]([C:43]1[CH:44]=[C:45](O)[CH:46]=[CH:47][CH:48]=1)[CH2:41][CH3:42].C1(N=C=NC2CCCCC2)CCCCC1. (3) Given the product [CH:1]([O:4][C:5]1[CH:16]=[CH:15][C:8]([O:9][C:10]2[S:11][C:12]([Sn:26]([CH2:27][CH2:28][CH2:29][CH3:30])([CH2:31][CH2:32][CH2:33][CH3:34])[CH2:22][CH2:23][CH2:24][CH3:25])=[CH:13][N:14]=2)=[CH:7][CH:6]=1)([CH3:3])[CH3:2], predict the reactants needed to synthesize it. The reactants are: [CH:1]([O:4][C:5]1[CH:16]=[CH:15][C:8]([O:9][C:10]2[S:11][CH:12]=[CH:13][N:14]=2)=[CH:7][CH:6]=1)([CH3:3])[CH3:2].C([Li])CCC.[CH2:22]([Sn:26](Cl)([CH2:31][CH2:32][CH2:33][CH3:34])[CH2:27][CH2:28][CH2:29][CH3:30])[CH2:23][CH2:24][CH3:25].O. (4) Given the product [CH3:25][S:26]([O:1][C@H:2]1[CH2:6][CH2:5][N:4]([CH2:7][CH2:8][C:9]2[CH:14]=[CH:13][C:12]3[O:15][CH2:16][O:17][C:11]=3[CH:10]=2)[CH2:3]1)(=[O:28])=[O:27], predict the reactants needed to synthesize it. The reactants are: [OH:1][C@H:2]1[CH2:6][CH2:5][N:4]([CH2:7][CH2:8][C:9]2[CH:14]=[CH:13][C:12]3[O:15][CH2:16][O:17][C:11]=3[CH:10]=2)[CH2:3]1.C(N(CC)CC)C.[CH3:25][S:26](Cl)(=[O:28])=[O:27]. (5) Given the product [CH2:3]([O:5][C:6]([C:8]1[N:9]([CH:27]([CH3:29])[CH3:28])[CH:10]=[C:11]([C:20]2[CH:25]=[CH:24][C:23]([F:26])=[CH:22][CH:21]=2)[C:12]=1[C:13]1[CH:14]=[CH:15][C:16]([F:19])=[CH:17][CH:18]=1)=[O:7])[CH3:4], predict the reactants needed to synthesize it. The reactants are: [OH-].[K+].[CH2:3]([O:5][C:6]([C:8]1[NH:9][CH:10]=[C:11]([C:20]2[CH:25]=[CH:24][C:23]([F:26])=[CH:22][CH:21]=2)[C:12]=1[C:13]1[CH:18]=[CH:17][C:16]([F:19])=[CH:15][CH:14]=1)=[O:7])[CH3:4].[CH:27](I)([CH3:29])[CH3:28].